This data is from CYP2C19 inhibition data for predicting drug metabolism from PubChem BioAssay. The task is: Regression/Classification. Given a drug SMILES string, predict its absorption, distribution, metabolism, or excretion properties. Task type varies by dataset: regression for continuous measurements (e.g., permeability, clearance, half-life) or binary classification for categorical outcomes (e.g., BBB penetration, CYP inhibition). Dataset: cyp2c19_veith. The compound is O=C(Nc1ccnc(-c2cccnc2)n1)c1cccc(Cl)c1Cl. The result is 1 (inhibitor).